Dataset: Full USPTO retrosynthesis dataset with 1.9M reactions from patents (1976-2016). Task: Predict the reactants needed to synthesize the given product. (1) Given the product [CH:1]1([CH:25]([C:22]2[CH:23]=[N:24][C:19]([C:12]3[C:13]([CH2:17][CH3:18])=[CH:14][CH:15]=[CH:16][C:11]=3[CH2:9][CH3:10])=[CH:20][C:21]=2[O:27][CH2:28][CH3:29])[OH:26])[CH2:6][CH2:5][CH2:4][CH2:3][CH2:2]1, predict the reactants needed to synthesize it. The reactants are: [CH:1]1([Mg]Cl)[CH2:6][CH2:5][CH2:4][CH2:3][CH2:2]1.[CH2:9]([C:11]1[CH:16]=[CH:15][CH:14]=[C:13]([CH2:17][CH3:18])[C:12]=1[C:19]1[N:24]=[CH:23][C:22]([CH:25]=[O:26])=[C:21]([O:27][CH2:28][CH3:29])[CH:20]=1)[CH3:10].[Cl-].[NH4+]. (2) Given the product [F:11][C:12]1[CH:13]=[CH:14][C:15]([C:18]([N:20]=[C:21]=[S:22])=[O:19])=[CH:16][CH:17]=1.[CH3:23][O:24][C:25]1[CH:26]=[C:27]2[C:32](=[CH:33][C:34]=1[O:35][CH3:36])[N:31]=[CH:30][CH:29]=[C:28]2[O:37][C:38]1[CH:44]=[CH:43][C:41]([NH:42][C:21]([NH:20][C:18](=[O:19])[C:15]2[CH:14]=[CH:13][C:12]([F:11])=[CH:17][CH:16]=2)=[S:22])=[C:40]([CH3:45])[CH:39]=1, predict the reactants needed to synthesize it. The reactants are: FC1C=CC(C(Cl)=O)=CC=1.[F:11][C:12]1[CH:17]=[CH:16][C:15]([C:18]([N:20]=[C:21]=[S:22])=[O:19])=[CH:14][CH:13]=1.[CH3:23][O:24][C:25]1[CH:26]=[C:27]2[C:32](=[CH:33][C:34]=1[O:35][CH3:36])[N:31]=[CH:30][CH:29]=[C:28]2[O:37][C:38]1[CH:44]=[CH:43][C:41]([NH2:42])=[C:40]([CH3:45])[CH:39]=1.C1(C)C=CC=CC=1.